Dataset: TCR-epitope binding with 47,182 pairs between 192 epitopes and 23,139 TCRs. Task: Binary Classification. Given a T-cell receptor sequence (or CDR3 region) and an epitope sequence, predict whether binding occurs between them. (1) The epitope is SGPLKAEIAQRLED. The TCR CDR3 sequence is CASSLGASGSYEQYF. Result: 0 (the TCR does not bind to the epitope). (2) The epitope is GILGFVFTL. The TCR CDR3 sequence is CASSRTGSDYGYTF. Result: 0 (the TCR does not bind to the epitope).